This data is from Catalyst prediction with 721,799 reactions and 888 catalyst types from USPTO. The task is: Predict which catalyst facilitates the given reaction. (1) Product: [Cl:29][C:26]1[CH:27]=[CH:28][C:23]([C:15]2[C:16]3[CH2:17][CH2:18][NH:19][CH2:20][CH2:21][C:22]=3[N:13]([CH2:12][C:11]3[CH:10]=[C:9]([OH:8])[C:32]([OH:33])=[CH:31][CH:30]=3)[N:14]=2)=[CH:24][CH:25]=1. The catalyst class is: 2. Reactant: C([O:8][C:9]1[CH:10]=[C:11]([CH:30]=[CH:31][C:32]=1[O:33]CC1C=CC=CC=1)[CH2:12][N:13]1[C:22]2[CH2:21][CH2:20][NH:19][CH2:18][CH2:17][C:16]=2[C:15]([C:23]2[CH:28]=[CH:27][C:26]([Cl:29])=[CH:25][CH:24]=2)=[N:14]1)C1C=CC=CC=1.B(Br)(Br)Br. (2) Reactant: [Cl:1][C:2]1[S:6][C:5]([C:7]2[O:11][N:10]=[C:9]([CH2:12][N:13]3[C:17]4[CH:18]=[CH:19][CH:20]=[C:21]([C:22]([OH:24])=[O:23])[C:16]=4[N:15]=[C:14]3[C:25](=[O:36])[NH:26][CH:27]3[CH2:32][CH2:31][N:30]([CH:33]([CH3:35])[CH3:34])[CH2:29][CH2:28]3)[CH:8]=2)=[CH:4][CH:3]=1.C1CCC(N=C=NC2CCCCC2)CC1.[CH2:52](O)[CH2:53][OH:54]. Product: [OH:54][CH2:53][CH2:52][O:23][C:22]([C:21]1[C:16]2[N:15]=[C:14]([C:25](=[O:36])[NH:26][CH:27]3[CH2:32][CH2:31][N:30]([CH:33]([CH3:34])[CH3:35])[CH2:29][CH2:28]3)[N:13]([CH2:12][C:9]3[CH:8]=[C:7]([C:5]4[S:6][C:2]([Cl:1])=[CH:3][CH:4]=4)[O:11][N:10]=3)[C:17]=2[CH:18]=[CH:19][CH:20]=1)=[O:24]. The catalyst class is: 239. (3) Product: [NH2:36][C:25]1[C:24]([OH:23])=[CH:33][C:32]2[C:27](=[C:28]([O:34][CH3:35])[CH:29]=[CH:30][CH:31]=2)[N:26]=1.[S:37]([C:42]1[CH:48]=[CH:47][C:45]([CH3:46])=[CH:44][CH:43]=1)([O-:40])(=[O:39])=[O:38].[CH3:21][CH:22]1[NH+:36]=[C:25]2[N:26]([CH3:2])[C:27]3[C:28]([O:34][CH3:35])=[CH:29][CH:30]=[CH:31][C:32]=3[CH:33]=[C:24]2[O:23]1. The catalyst class is: 17. Reactant: N[C:2]1C=CC2C(=C(OC)C=CC=2)N=1.C(OC(=O)C)(=O)C.[CH3:21][C:22]1[O:23][C:24]2[C:25]([N:36]=1)=[N:26][C:27]1[C:28]([O:34][CH3:35])=[CH:29][CH:30]=[CH:31][C:32]=1[CH:33]=2.[S:37]([C:42]1[CH:48]=[CH:47][C:45]([CH3:46])=[CH:44][CH:43]=1)([O:40]C)(=[O:39])=[O:38]. (4) Reactant: [CH3:1][O:2][C:3]1[CH:8]=[CH:7][C:6]([C:9]2([C:25]3[CH:30]=[CH:29][C:28]([O:31][CH3:32])=[CH:27][CH:26]=3)[CH2:14][CH2:13][CH2:12][N:11]([CH2:15][C:16]3[CH:24]=[CH:23][C:19]([C:20]([O-])=[O:21])=[CH:18][CH:17]=3)[CH2:10]2)=[CH:5][CH:4]=1.[Li+].[C:34]([O:38][C:39]([NH:41][CH:42]1[CH2:46][CH2:45][NH:44][CH2:43]1)=[O:40])([CH3:37])([CH3:36])[CH3:35].CCN(C(C)C)C(C)C.CN(C(ON1N=NC2C=CC=NC1=2)=[N+](C)C)C.F[P-](F)(F)(F)(F)F. Product: [C:34]([O:38][C:39](=[O:40])[NH:41][CH:42]1[CH2:46][CH2:45][N:44]([C:20](=[O:21])[C:19]2[CH:23]=[CH:24][C:16]([CH2:15][N:11]3[CH2:12][CH2:13][CH2:14][C:9]([C:6]4[CH:7]=[CH:8][C:3]([O:2][CH3:1])=[CH:4][CH:5]=4)([C:25]4[CH:26]=[CH:27][C:28]([O:31][CH3:32])=[CH:29][CH:30]=4)[CH2:10]3)=[CH:17][CH:18]=2)[CH2:43]1)([CH3:37])([CH3:35])[CH3:36]. The catalyst class is: 16.